This data is from Catalyst prediction with 721,799 reactions and 888 catalyst types from USPTO. The task is: Predict which catalyst facilitates the given reaction. Reactant: [Cl:1][C:2]1[CH:3]=[C:4]([CH2:14][C:15]2[O:19][C:18]([C:20]3[NH:24][C:23]4[CH:25]=[CH:26][C:27]([CH2:29][OH:30])=[CH:28][C:22]=4[N:21]=3)=[CH:17][CH:16]=2)[C:5]2[O:9][C:8]([CH:10]([CH3:12])[CH3:11])=[CH:7][C:6]=2[CH:13]=1.CC(OI1(OC(C)=O)(OC(C)=O)OC(=O)C2C=CC=CC1=2)=O. Product: [Cl:1][C:2]1[CH:3]=[C:4]([CH2:14][C:15]2[O:19][C:18]([C:20]3[NH:24][C:23]4[CH:25]=[CH:26][C:27]([CH:29]=[O:30])=[CH:28][C:22]=4[N:21]=3)=[CH:17][CH:16]=2)[C:5]2[O:9][C:8]([CH:10]([CH3:11])[CH3:12])=[CH:7][C:6]=2[CH:13]=1. The catalyst class is: 4.